Dataset: Full USPTO retrosynthesis dataset with 1.9M reactions from patents (1976-2016). Task: Predict the reactants needed to synthesize the given product. Given the product [Br:18][C:6]1[CH:5]=[C:4]2[C:9](=[CH:8][CH:7]=1)[NH:1][C:2](=[O:10])[CH2:3]2, predict the reactants needed to synthesize it. The reactants are: [NH:1]1[C:9]2[C:4](=[CH:5][CH:6]=[CH:7][CH:8]=2)[CH2:3][C:2]1=[O:10].C1C(=O)N([Br:18])C(=O)C1.